From a dataset of Full USPTO retrosynthesis dataset with 1.9M reactions from patents (1976-2016). Predict the reactants needed to synthesize the given product. (1) Given the product [CH3:28][C:2]1[CH:7]=[CH:6][C:5]([C:8]([F:11])([F:10])[F:9])=[CH:4][C:3]=1[S:12]([N:15]1[CH2:20][CH2:19][N:18]([C:21]([O:23][C:24]([CH3:27])([CH3:26])[CH3:25])=[O:22])[CH2:17][CH2:16]1)(=[O:14])=[O:13], predict the reactants needed to synthesize it. The reactants are: Br[C:2]1[CH:7]=[CH:6][C:5]([C:8]([F:11])([F:10])[F:9])=[CH:4][C:3]=1[S:12]([N:15]1[CH2:20][CH2:19][N:18]([C:21]([O:23][C:24]([CH3:27])([CH3:26])[CH3:25])=[O:22])[CH2:17][CH2:16]1)(=[O:14])=[O:13].[C:28](=O)([O-])[O-].[K+].[K+].CB1OB(C)OB(C)O1. (2) The reactants are: [F:1][C:2]1[CH:11]=[C:10]([F:12])[CH:9]=[C:8]2[C:3]=1[C:4]([NH:20][C:21]1[CH:22]=[N:23][CH:24]=[C:25]([N:27]3[CH2:32][CH2:31][O:30][CH2:29][CH2:28]3)[CH:26]=1)=[C:5]([CH3:19])[C:6]([N:13]1[CH2:18][CH2:17][NH:16][CH2:15][CH2:14]1)=[N:7]2.[O:33]1[C:37]([C:38](O)=[O:39])=[CH:36][N:35]=[CH:34]1. Given the product [F:1][C:2]1[CH:11]=[C:10]([F:12])[CH:9]=[C:8]2[C:3]=1[C:4]([NH:20][C:21]1[CH:22]=[N:23][CH:24]=[C:25]([N:27]3[CH2:32][CH2:31][O:30][CH2:29][CH2:28]3)[CH:26]=1)=[C:5]([CH3:19])[C:6]([N:13]1[CH2:14][CH2:15][N:16]([C:38]([C:37]3[O:33][CH:34]=[N:35][CH:36]=3)=[O:39])[CH2:17][CH2:18]1)=[N:7]2, predict the reactants needed to synthesize it. (3) Given the product [CH2:21]([O:1][C:2]1[CH:10]=[C:9]([CH3:11])[CH:8]=[CH:7][C:3]=1[C:4]([O:6][CH2:18][CH3:19])=[O:5])[CH3:22], predict the reactants needed to synthesize it. The reactants are: [OH:1][C:2]1[CH:10]=[C:9]([CH3:11])[CH:8]=[CH:7][C:3]=1[C:4]([OH:6])=[O:5].C([O-])([O-])=O.[K+].[K+].[CH2:18](I)[CH3:19].[CH3:21][C:22](C)=O. (4) Given the product [Br:1][C:2]1[CH:3]=[C:4]([Cl:25])[C:5]([C:8](=[N:23][O:24][CH3:26])[CH2:9][NH:10][C:11](=[O:22])[C:12]2[CH:17]=[CH:16][CH:15]=[CH:14][C:13]=2[C:18]([F:19])([F:21])[F:20])=[N:6][CH:7]=1, predict the reactants needed to synthesize it. The reactants are: [Br:1][C:2]1[CH:3]=[C:4]([Cl:25])[C:5]([C:8](=[N:23][OH:24])[CH2:9][NH:10][C:11](=[O:22])[C:12]2[CH:17]=[CH:16][CH:15]=[CH:14][C:13]=2[C:18]([F:21])([F:20])[F:19])=[N:6][CH:7]=1.[C:26](=O)([O-])[O-].[K+].[K+].IC.O. (5) Given the product [Br:14][CH:9]([C:6]1[CH:7]=[CH:8][C:3]([C:2]([F:13])([F:12])[F:1])=[CH:4][CH:5]=1)[CH2:11][OH:10], predict the reactants needed to synthesize it. The reactants are: [F:1][C:2]([F:13])([F:12])[C:3]1[CH:8]=[CH:7][C:6]([CH:9]2[CH2:11][O:10]2)=[CH:5][CH:4]=1.[BrH:14]. (6) Given the product [Cl:40][C:41]1[N:46]=[N:45][C:44]([NH2:47])=[CH:43][C:42]=1[C:7]([CH3:9])([CH3:8])[CH3:6], predict the reactants needed to synthesize it. The reactants are: Br.NC1[CH:8]=[C:7]([CH:9](Br)[C:9]([C:7]2[CH:8]=CC(F)=C(C)[CH:6]=2)=O)[CH:6]=CN=1.Br.NC1C=C(C(Br)C(C2C=CC=C(C)C=2)=O)C=CN=1.[Cl:40][C:41]1[N:46]=[N:45][C:44]([NH2:47])=[C:43](C)[CH:42]=1. (7) Given the product [CH3:3][O:4][C:5]([CH:6]1[CH2:7][O:23][C:10]([CH2:11][C:12]2[S:13][C:14]([C:17]3([CH3:22])[O:21][CH2:20][CH2:19][O:18]3)=[CH:15][CH:16]=2)=[N:9]1)=[O:24], predict the reactants needed to synthesize it. The reactants are: N#N.[CH3:3][O:4][C:5](=[O:24])[CH:6]([NH:9][C:10](=[O:23])[CH2:11][C:12]1[S:13][C:14]([C:17]2([CH3:22])[O:21][CH2:20][CH2:19][O:18]2)=[CH:15][CH:16]=1)[CH2:7]O.[OH-].COC(NS([N+](CC)(CC)CC)(=O)=O)=O.